Dataset: Forward reaction prediction with 1.9M reactions from USPTO patents (1976-2016). Task: Predict the product of the given reaction. (1) Given the reactants [C:1]([C:5]1[CH:10]=[CH:9][C:8]([C:11]2[C:12]3[CH:13]=[CH:14][C:15]([Se:23][C:24]#[C:25][C:26]([CH3:32])=[CH:27][C:28]([O:30]C)=[O:29])=[CH:16][C:17]=3[C:18]([CH3:22])([CH3:21])[CH2:19][CH:20]=2)=[CH:7][CH:6]=1)([CH3:4])([CH3:3])[CH3:2].O.[OH-].[Li+], predict the reaction product. The product is: [C:1]([C:5]1[CH:6]=[CH:7][C:8]([C:11]2[C:12]3[CH:13]=[CH:14][C:15]([Se:23][C:24]#[C:25][C:26]([CH3:32])=[CH:27][C:28]([OH:30])=[O:29])=[CH:16][C:17]=3[C:18]([CH3:22])([CH3:21])[CH2:19][CH:20]=2)=[CH:9][CH:10]=1)([CH3:2])([CH3:3])[CH3:4]. (2) Given the reactants [N:1]1[C:10]2[C:9](=O)[CH2:8][CH2:7][CH2:6][C:5]=2[CH:4]=[CH:3][CH:2]=1.[NH:12]1[CH:16]=[C:15]([CH2:17][CH2:18][NH2:19])[N:14]=[CH:13]1, predict the reaction product. The product is: [NH:12]1[CH:16]=[C:15]([CH2:17][CH2:18][NH:19][CH:9]2[C:10]3[N:1]=[CH:2][CH:3]=[CH:4][C:5]=3[CH2:6][CH2:7][CH2:8]2)[N:14]=[CH:13]1. (3) Given the reactants [C:1]1([NH:7][C:8]2[C:9]([NH2:14])=[CH:10][CH:11]=[CH:12][CH:13]=2)[CH:6]=[CH:5][CH:4]=[CH:3][CH:2]=1.[C:15]([O:19][C:20]([NH:22][CH:23]([CH3:27])[C:24](O)=[O:25])=[O:21])([CH3:18])([CH3:17])[CH3:16].Cl.CN(C)CCCN=C=NCC.CN1CCOCC1.C1C=CC2N(O)N=NC=2C=1, predict the reaction product. The product is: [C:15]([O:19][C:20](=[O:21])[NH:22][CH:23]([C:24](=[O:25])[NH:14][C:9]1[CH:10]=[CH:11][CH:12]=[CH:13][C:8]=1[NH:7][C:1]1[CH:2]=[CH:3][CH:4]=[CH:5][CH:6]=1)[CH3:27])([CH3:16])([CH3:17])[CH3:18]. (4) Given the reactants Br[C:2]1[CH:7]=[CH:6][C:5]([O:8][CH3:9])=[C:4]([F:10])[CH:3]=1.[CH3:11][C:12]1([CH3:26])[C:17]2[CH:18]=[C:19](B(O)O)[CH:20]=[CH:21][C:16]=2[NH:15][C:14](=[O:25])[O:13]1, predict the reaction product. The product is: [F:10][C:4]1[CH:3]=[C:2]([C:19]2[CH:20]=[CH:21][C:16]3[NH:15][C:14](=[O:25])[O:13][C:12]([CH3:26])([CH3:11])[C:17]=3[CH:18]=2)[CH:7]=[CH:6][C:5]=1[O:8][CH3:9]. (5) Given the reactants [F:1][C:2]1[CH:15]=[CH:14][CH:13]=[C:12]([F:16])[C:3]=1[C:4]([NH:6][C:7]1[CH:11]=[CH:10][NH:9][N:8]=1)=[O:5].C[Si]([N-][Si](C)(C)C)(C)C.[Li+].Br[CH2:28][C:29]1[C:34]([O:35][CH3:36])=[CH:33][CH:32]=[CH:31][C:30]=1[CH3:37].C(=O)(O)[O-].[Na+], predict the reaction product. The product is: [F:1][C:2]1[CH:15]=[CH:14][CH:13]=[C:12]([F:16])[C:3]=1[C:4]([NH:6][C:7]1[CH:11]=[CH:10][N:9]([CH2:28][C:29]2[C:34]([O:35][CH3:36])=[CH:33][CH:32]=[CH:31][C:30]=2[CH3:37])[N:8]=1)=[O:5]. (6) Given the reactants S(Cl)([Cl:3])=O.[CH2:5]([O:12][C:13]1[C:18]([CH2:19]O)=[C:17]([O:21][CH3:22])[CH:16]=[C:15]([CH3:23])[N:14]=1)[C:6]1[CH:11]=[CH:10][CH:9]=[CH:8][CH:7]=1.O, predict the reaction product. The product is: [CH2:5]([O:12][C:13]1[C:18]([CH2:19][Cl:3])=[C:17]([O:21][CH3:22])[CH:16]=[C:15]([CH3:23])[N:14]=1)[C:6]1[CH:11]=[CH:10][CH:9]=[CH:8][CH:7]=1. (7) Given the reactants [OH:1][C:2]1[CH:11]=[C:10]2[C:5]([CH2:6][CH2:7][C:8](=[O:12])[NH:9]2)=[CH:4][CH:3]=1.C(=O)([O-])[O-].[K+].[K+].[F:19][C:20]([F:26])([F:25])[S:21](Cl)(=[O:23])=[O:22].C(OCC)(=O)C, predict the reaction product. The product is: [F:19][C:20]([F:26])([F:25])[S:21]([O:1][C:2]1[CH:11]=[C:10]2[C:5]([CH2:6][CH2:7][C:8](=[O:12])[NH:9]2)=[CH:4][CH:3]=1)(=[O:23])=[O:22]. (8) Given the reactants [CH2:1]([O:8][C:9](=[O:21])[NH:10]C1CC2C(=O)C(CSC2)C1)[C:2]1[CH:7]=[CH:6][CH:5]=[CH:4][CH:3]=1.[BH4-].[Na+], predict the reaction product. The product is: [CH2:1]([O:8][C:9](=[O:21])[NH2:10])[C:2]1[CH:7]=[CH:6][CH:5]=[CH:4][CH:3]=1. (9) Given the reactants ClC1C=CC=C(C(OO)=[O:9])C=1.[F:12][CH:13]([F:34])[C:14]1[CH:33]=[C:17]2[C:18]([C:24](=[O:32])[CH2:25][C:26]3[CH:31]=[CH:30][N:29]=[CH:28][CH:27]=3)=[CH:19][CH:20]=[C:21]([O:22][CH3:23])[N:16]2[N:15]=1.S([O-])([O-])(=O)=S.[Na+].[Na+], predict the reaction product. The product is: [F:34][CH:13]([F:12])[C:14]1[CH:33]=[C:17]2[C:18]([C:24](=[O:32])[CH2:25][C:26]3[CH:31]=[CH:30][N+:29]([O-:9])=[CH:28][CH:27]=3)=[CH:19][CH:20]=[C:21]([O:22][CH3:23])[N:16]2[N:15]=1. (10) Given the reactants [CH3:1][O:2][C:3](=[O:15])[C:4]1[CH:9]=[CH:8][C:7]([CH:10]=[C:11](Br)Br)=[C:6]([NH2:14])[CH:5]=1.[C:16]1(B(O)O)[CH:21]=[CH:20][CH:19]=[CH:18][CH:17]=1.[O-]P([O-])([O-])=O.[K+].[K+].[K+].O, predict the reaction product. The product is: [CH3:1][O:2][C:3]([C:4]1[CH:5]=[C:6]2[C:7]([CH:10]=[C:11]([C:16]3[CH:21]=[CH:20][CH:19]=[CH:18][CH:17]=3)[NH:14]2)=[CH:8][CH:9]=1)=[O:15].